This data is from Full USPTO retrosynthesis dataset with 1.9M reactions from patents (1976-2016). The task is: Predict the reactants needed to synthesize the given product. (1) The reactants are: [CH3:1][C:2]1[C:10]2[C:9](=[O:11])[CH2:8][C:7]([CH3:13])([CH3:12])[CH2:6][C:5]=2[NH:4][CH:3]=1.[H-].[Na+].F[C:17]1[CH:26]=[C:25]2[C:20]([C:21]([CH3:28])=[N:22][C:23]([NH2:27])=[N:24]2)=[CH:19][CH:18]=1. Given the product [NH2:27][C:23]1[N:22]=[C:21]([CH3:28])[C:20]2[C:25](=[CH:26][C:17]([N:4]3[C:5]4[CH2:6][C:7]([CH3:13])([CH3:12])[CH2:8][C:9](=[O:11])[C:10]=4[C:2]([CH3:1])=[CH:3]3)=[CH:18][CH:19]=2)[N:24]=1, predict the reactants needed to synthesize it. (2) The reactants are: [Cl:1][C:2]1[CH:10]=[CH:9][C:5]([C:6](Cl)=[O:7])=[CH:4][C:3]=1[N+:11]([O-:13])=[O:12].[S:14]1[CH:18]=[CH:17][N:16]=[C:15]1[NH2:19]. Given the product [Cl:1][C:2]1[CH:10]=[CH:9][C:5]([C:6]([NH:19][C:15]2[S:14][CH:18]=[CH:17][N:16]=2)=[O:7])=[CH:4][C:3]=1[N+:11]([O-:13])=[O:12], predict the reactants needed to synthesize it. (3) Given the product [CH:36]1([O:41][C:42](=[O:55])[C@@H:43]([NH:47][C:48]([O:50][C:51]([CH3:54])([CH3:53])[CH3:52])=[O:49])[CH2:44][CH2:45][O:1][C:2]2[CH:11]=[C:10]3[C:5]([C:6]([O:12][C:13]4[CH:18]=[CH:17][C:16]([NH:19][C:20](=[O:27])[C:21]5[CH:26]=[CH:25][CH:24]=[CH:23][CH:22]=5)=[CH:15][CH:14]=4)=[N:7][CH:8]=[N:9]3)=[CH:4][C:3]=2[O:28][CH3:29])[CH2:37][CH2:38][CH2:39][CH2:40]1, predict the reactants needed to synthesize it. The reactants are: [OH:1][C:2]1[CH:11]=[C:10]2[C:5]([C:6]([O:12][C:13]3[CH:18]=[CH:17][C:16]([NH:19][C:20](=[O:27])[C:21]4[CH:26]=[CH:25][CH:24]=[CH:23][CH:22]=4)=[CH:15][CH:14]=3)=[N:7][CH:8]=[N:9]2)=[CH:4][C:3]=1[O:28][CH3:29].C([O-])([O-])=O.[K+].[K+].[CH:36]1([O:41][C:42](=[O:55])[C@@H:43]([NH:47][C:48]([O:50][C:51]([CH3:54])([CH3:53])[CH3:52])=[O:49])[CH2:44][CH2:45]Br)[CH2:40][CH2:39][CH2:38][CH2:37]1. (4) Given the product [Cl:1][C:2]1[CH:3]=[C:4]2[C:12](=[C:13]([NH:15][C:16]([CH:18]3[CH2:19][O:20][C:21]([CH3:29])([CH3:28])[CH2:22][N:23]3[CH2:24][C:25]([N:33]3[CH2:34][CH2:35][C:36](=[O:37])[C:31]([CH3:38])([CH3:30])[CH2:32]3)=[O:26])=[O:17])[CH:14]=1)[NH:11][C:10]1[CH:9]=[N:8][CH:7]=[CH:6][C:5]2=1, predict the reactants needed to synthesize it. The reactants are: [Cl:1][C:2]1[CH:3]=[C:4]2[C:12](=[C:13]([NH:15][C:16]([CH:18]3[N:23]([CH2:24][C:25](O)=[O:26])[CH2:22][C:21]([CH3:29])([CH3:28])[O:20][CH2:19]3)=[O:17])[CH:14]=1)[NH:11][C:10]1[CH:9]=[N:8][CH:7]=[CH:6][C:5]2=1.[CH3:30][C:31]1([CH3:38])[C:36](=[O:37])[CH2:35][CH2:34][NH:33][CH2:32]1.C(N(C(C)C)CC)(C)C.C(Cl)CCl. (5) The reactants are: [CH2:1]([C:3]1[N:4]=[C:5]2[C:10]([C:11]([F:14])([F:13])[F:12])=[CH:9][CH:8]=[CH:7][N:6]2[CH:15]=1)[CH3:2].Br[C:17]1[CH:22]=[CH:21][C:20]([CH2:23][C:24]2[CH:29]=[CH:28][CH:27]=[C:26]([S:30]([CH3:33])(=[O:32])=[O:31])[CH:25]=2)=[CH:19][CH:18]=1. Given the product [CH2:1]([C:3]1[N:4]=[C:5]2[C:10]([C:11]([F:13])([F:14])[F:12])=[CH:9][CH:8]=[CH:7][N:6]2[C:15]=1[C:17]1[CH:18]=[CH:19][C:20]([CH2:23][C:24]2[CH:29]=[CH:28][CH:27]=[C:26]([S:30]([CH3:33])(=[O:32])=[O:31])[CH:25]=2)=[CH:21][CH:22]=1)[CH3:2], predict the reactants needed to synthesize it.